Dataset: Catalyst prediction with 721,799 reactions and 888 catalyst types from USPTO. Task: Predict which catalyst facilitates the given reaction. (1) Reactant: C(N(C(C)C)CC)(C)C.O1C[CH2:14][N:13]([C:16]2[CH:17]=[C:18]([CH:22]=[CH:23][CH:24]=2)[C:19]([OH:21])=O)[CH2:12]C1.[NH2:25][C:26]1[CH:27]=[CH:28][C:29]([CH3:45])=[C:30]([NH:32][C:33]([C:35]2[CH:36]=[C:37]3[C:42](=[CH:43][CH:44]=2)[N:41]=[CH:40][CH:39]=[CH:38]3)=[O:34])[CH:31]=1.CN(C=O)C. Product: [CH3:14][N:13]([CH3:12])[C:16]1[CH:17]=[C:18]([CH:22]=[CH:23][CH:24]=1)[C:19]([NH:25][C:26]1[CH:27]=[CH:28][C:29]([CH3:45])=[C:30]([NH:32][C:33]([C:35]2[CH:36]=[C:37]3[C:42](=[CH:43][CH:44]=2)[N:41]=[CH:40][CH:39]=[CH:38]3)=[O:34])[CH:31]=1)=[O:21]. The catalyst class is: 6. (2) Product: [C:1]([CH2:4][CH2:5][NH:6][C:7]1[CH:12]=[CH:11][C:10]([C:13]2[CH:14]=[C:15]([C:25]3[CH:30]=[CH:29][C:28]([C:31]([OH:33])=[O:32])=[CH:27][CH:26]=3)[CH:16]=[CH:17][C:18]=2[O:19][CH2:20][CH2:21][CH2:22][CH2:23][OH:24])=[CH:9][C:8]=1[C:36]([CH3:39])([CH3:38])[CH3:37])(=[O:3])[CH3:2]. The catalyst class is: 30. Reactant: [C:1]([CH2:4][CH2:5][NH:6][C:7]1[CH:12]=[CH:11][C:10]([C:13]2[CH:14]=[C:15]([C:25]3[CH:30]=[CH:29][C:28]([C:31]([O:33]CC)=[O:32])=[CH:27][CH:26]=3)[CH:16]=[CH:17][C:18]=2[O:19][CH2:20][CH2:21][CH2:22][CH2:23][OH:24])=[CH:9][C:8]=1[C:36]([CH3:39])([CH3:38])[CH3:37])(=[O:3])[CH3:2].[OH-].[Na+]. (3) Reactant: [CH2:1]([O:8][C@@H:9]1[C@@H:15]([CH2:16][OH:17])[O:14][CH:12]([OH:13])[CH2:11][C@H:10]1[O:18][C:19](=[O:25])[CH2:20][CH2:21][CH2:22][CH2:23][CH3:24])[C:2]1[CH:7]=[CH:6][CH:5]=[CH:4][CH:3]=1.O.Br.C([O-])([O-])=O.[Na+].[Na+]. Product: [CH2:1]([O:8][C@H:9]([C@@H:15]([CH2:16][OH:17])[OH:14])[C@H:10]([O:18][C:19](=[O:25])[CH2:20][CH2:21][CH2:22][CH2:23][CH3:24])[CH2:11][CH:12]=[O:13])[C:2]1[CH:3]=[CH:4][CH:5]=[CH:6][CH:7]=1. The catalyst class is: 1.